Dataset: Reaction yield outcomes from USPTO patents with 853,638 reactions. Task: Predict the reaction yield, written as a fraction of the theoretical maximum amount of product (1.0 means a 100% yield; for example, 0.34 means a 34% yield). The reactants are C[O:2][C:3]1[CH:12]=[CH:11][C:10]2[C:5](=[CH:6][CH:7]=[C:8]([O:13][CH3:14])[CH:9]=2)[C:4]=1[C:15]([C:17]1[CH:22]=[CH:21][C:20]([O:23][CH2:24][CH2:25][N:26]2[CH2:31][CH2:30][CH2:29][CH2:28][CH2:27]2)=[CH:19][CH:18]=1)=[O:16].N#N.B(Cl)(Cl)Cl.CO.C([O-])(O)=O.[Na+]. The catalyst is C(Cl)Cl. The product is [OH:2][C:3]1[CH:12]=[CH:11][C:10]2[C:5](=[CH:6][CH:7]=[C:8]([O:13][CH3:14])[CH:9]=2)[C:4]=1[C:15]([C:17]1[CH:22]=[CH:21][C:20]([O:23][CH2:24][CH2:25][N:26]2[CH2:31][CH2:30][CH2:29][CH2:28][CH2:27]2)=[CH:19][CH:18]=1)=[O:16]. The yield is 0.870.